From a dataset of Forward reaction prediction with 1.9M reactions from USPTO patents (1976-2016). Predict the product of the given reaction. (1) Given the reactants C([N:4]1[CH2:16][C:14]2=[C:15]3[C:10](=[CH:11][CH:12]=[CH:13]2)[C@@H:9]2[CH2:17][CH2:18][CH2:19][C@@H:8]2[N:7]3[CH2:6][CH2:5]1)(=O)C.[OH-].[Na+], predict the reaction product. The product is: [CH2:6]1[N:7]2[C:15]3[C:10]([C@@H:9]4[CH2:17][CH2:18][CH2:19][C@@H:8]42)=[CH:11][CH:12]=[CH:13][C:14]=3[CH2:16][NH:4][CH2:5]1. (2) Given the reactants Cl.[CH2:2]([O:4][C:5]([C:7]1([NH2:12])[CH2:9][CH:8]1[CH:10]=[CH2:11])=[O:6])[CH3:3].CN(C(ON1N=NC2C=CC=NC1=2)=[N+](C)C)C.F[P-](F)(F)(F)(F)F.[CH2:37]([N:43]([CH3:55])[C:44]([CH:46]1[CH2:50][CH:49]([OH:51])[CH2:48][CH:47]1[C:52](O)=[O:53])=[O:45])[CH2:38][CH2:39][CH2:40][CH:41]=[CH2:42].CCN(C(C)C)C(C)C, predict the reaction product. The product is: [CH2:2]([O:4][C:5]([C:7]1([NH:12][C:52]([CH:47]2[CH2:48][CH:49]([OH:51])[CH2:50][CH:46]2[C:44](=[O:45])[N:43]([CH2:37][CH2:38][CH2:39][CH2:40][CH:41]=[CH2:42])[CH3:55])=[O:53])[CH2:9][CH:8]1[CH:10]=[CH2:11])=[O:6])[CH3:3].